Task: Predict the product of the given reaction.. Dataset: Forward reaction prediction with 1.9M reactions from USPTO patents (1976-2016) Given the reactants [Cl:1][C:2]1[CH:7]=[CH:6][CH:5]=[CH:4][C:3]=1[C:8]1[N+:9]([O-])=[CH:10][C:11]2[C:16]([CH:17]=1)=[CH:15][N:14]=[C:13]([NH:18][C:19]([CH:21]1[CH2:23][CH2:22]1)=[O:20])[CH:12]=2.CS([Cl:29])(=O)=O, predict the reaction product. The product is: [Cl:29][C:10]1[N:9]=[C:8]([C:3]2[CH:4]=[CH:5][CH:6]=[CH:7][C:2]=2[Cl:1])[CH:17]=[C:16]2[C:11]=1[CH:12]=[C:13]([NH:18][C:19]([CH:21]1[CH2:23][CH2:22]1)=[O:20])[N:14]=[CH:15]2.